This data is from CYP3A4 inhibition data for predicting drug metabolism from PubChem BioAssay. The task is: Regression/Classification. Given a drug SMILES string, predict its absorption, distribution, metabolism, or excretion properties. Task type varies by dataset: regression for continuous measurements (e.g., permeability, clearance, half-life) or binary classification for categorical outcomes (e.g., BBB penetration, CYP inhibition). Dataset: cyp3a4_veith. (1) The drug is Cn1cnc(CCN)c1. The result is 0 (non-inhibitor). (2) The molecule is COc1ccc(CCN2CC34C=CC(O3)C(C(=O)NCc3ccccc3)C4C2=O)cc1OC. The result is 1 (inhibitor). (3) The compound is CC1CCCC(NC(=O)c2n[nH]c(=O)c3ccccc23)C1C. The result is 1 (inhibitor). (4) The compound is CCC(Sc1nc2n[nH]c(C)c2c(=N)n1-c1cccc(Cl)c1)C(=O)NCCOC. The result is 1 (inhibitor). (5) The molecule is O=C(CCC(=O)Nc1ccccc1)NNC(=O)c1cccs1. The result is 0 (non-inhibitor).